Dataset: Forward reaction prediction with 1.9M reactions from USPTO patents (1976-2016). Task: Predict the product of the given reaction. (1) Given the reactants [N+:1]([CH:4]([CH3:15])[CH:5]([OH:14])[CH2:6][CH2:7][C:8]1[CH:13]=[CH:12][CH:11]=[CH:10][CH:9]=1)([O-:3])=[O:2].S(=O)(=O)(O)O.[C:21](OC(=O)C)(=[O:23])[CH3:22], predict the reaction product. The product is: [N+:1]([CH:4]([CH3:15])[CH:5]([O:14][C:21](=[O:23])[CH3:22])[CH2:6][CH2:7][C:8]1[CH:13]=[CH:12][CH:11]=[CH:10][CH:9]=1)([O-:3])=[O:2]. (2) Given the reactants [F:1][C:2]([F:19])([F:18])[O:3][C:4]1[CH:17]=[CH:16][C:7]([O:8][C:9]2[CH:14]=[CH:13][N+:12]([O-])=[CH:11][CH:10]=2)=[CH:6][CH:5]=1.[H][H], predict the reaction product. The product is: [F:19][C:2]([F:1])([F:18])[O:3][C:4]1[CH:5]=[CH:6][C:7]([O:8][C:9]2[CH:10]=[CH:11][N:12]=[CH:13][CH:14]=2)=[CH:16][CH:17]=1. (3) Given the reactants [CH2:1]([O:8][N:9]([CH2:12][CH:13]1[C:18](=[O:19])[N:17]([CH2:20][C:21](O)=[O:22])[C:16]2[CH:24]=[CH:25][CH:26]=[CH:27][C:15]=2[S:14]1)[CH:10]=[O:11])[C:2]1[CH:7]=[CH:6][CH:5]=[CH:4][CH:3]=1.[CH2:28]([NH2:31])[CH2:29][CH3:30].CCN(C(C)C)C(C)C.CN(C(ON1N=NC2C=CC=NC1=2)=[N+](C)C)C.F[P-](F)(F)(F)(F)F, predict the reaction product. The product is: [CH2:1]([O:8][N:9]([CH2:12][CH:13]1[C:18](=[O:19])[N:17]([CH2:20][C:21]([NH:31][CH2:28][CH2:29][CH3:30])=[O:22])[C:16]2[CH:24]=[CH:25][CH:26]=[CH:27][C:15]=2[S:14]1)[CH:10]=[O:11])[C:2]1[CH:3]=[CH:4][CH:5]=[CH:6][CH:7]=1. (4) Given the reactants [NH:1]([C:3]1[N:8]([CH2:9][CH:10]([CH3:12])[CH3:11])[C:7](=[O:13])[N:6]([CH3:14])[C:5](=[O:15])[CH:4]=1)[NH2:2].[Cl:16][C:17]1[CH:18]=[C:19]2[C:24](=[CH:25][CH:26]=1)[N:23]=[CH:22][CH:21]=[C:20]2[CH:27]=O.[CH3:29][N:30]1[CH:34]=[CH:33][N:32]=[C:31]1[CH:35]=O, predict the reaction product. The product is: [Cl:16][C:17]1[CH:18]=[C:19]2[C:24](=[CH:25][CH:26]=1)[N:23]=[CH:22][CH:21]=[C:20]2[CH2:27][N:2]1[C:35]([C:31]2[N:30]([CH3:29])[CH:34]=[CH:33][N:32]=2)=[C:4]2[C:3]([N:8]([CH2:9][CH:10]([CH3:11])[CH3:12])[C:7](=[O:13])[N:6]([CH3:14])[C:5]2=[O:15])=[N:1]1. (5) Given the reactants [CH3:1][N:2]([CH2:6][CH2:7][OH:8])[CH2:3][CH2:4][OH:5].[C:9]([OH:28])(=O)[CH2:10][CH2:11][CH2:12][CH2:13][CH2:14][CH2:15][CH2:16]/[CH:17]=[CH:18]\[CH2:19]/[CH:20]=[CH:21]\[CH2:22][CH2:23][CH2:24][CH2:25][CH3:26], predict the reaction product. The product is: [CH3:1][N:2]([CH2:6][CH2:7][O:8][C:9](=[O:28])[CH2:10][CH2:11][CH2:12][CH2:13][CH2:14][CH2:15][CH2:16]/[CH:17]=[CH:18]\[CH2:19]/[CH:20]=[CH:21]\[CH2:22][CH2:23][CH2:24][CH2:25][CH3:26])[CH2:3][CH2:4][O:5][C:9](=[O:28])[CH2:10][CH2:11][CH2:12][CH2:13][CH2:14][CH2:15][CH2:16]/[CH:17]=[CH:18]\[CH2:19]/[CH:20]=[CH:21]\[CH2:22][CH2:23][CH2:24][CH2:25][CH3:26]. (6) Given the reactants [C:1]([O:5][C:6](=[O:24])[CH2:7][CH:8]1[C:14]2[CH:15]=[CH:16][CH:17]=[CH:18][C:13]=2[C:12](=[O:19])[N:11]([CH2:20][C:21](O)=[O:22])[CH2:10][CH2:9]1)([CH3:4])([CH3:3])[CH3:2].CCN(C(C)C)C(C)C.C(Cl)CCl.[NH2:38][CH2:39][C:40]1[CH:45]=[CH:44][C:43]([NH:46][C:47]([NH:49][CH2:50][C:51]2[CH:56]=[CH:55][CH:54]=[CH:53][CH:52]=2)=[O:48])=[CH:42][CH:41]=1, predict the reaction product. The product is: [CH2:50]([NH:49][C:47]([NH:46][C:43]1[CH:42]=[CH:41][C:40]([CH2:39][NH:38][C:21](=[O:22])[CH2:20][N:11]2[CH2:10][CH2:9][CH:8]([CH2:7][C:6]([O:5][C:1]([CH3:4])([CH3:2])[CH3:3])=[O:24])[C:14]3[CH:15]=[CH:16][CH:17]=[CH:18][C:13]=3[C:12]2=[O:19])=[CH:45][CH:44]=1)=[O:48])[C:51]1[CH:52]=[CH:53][CH:54]=[CH:55][CH:56]=1.